This data is from Reaction yield outcomes from USPTO patents with 853,638 reactions. The task is: Predict the reaction yield, written as a fraction of the theoretical maximum amount of product (1.0 means a 100% yield; for example, 0.34 means a 34% yield). (1) The reactants are [N+:1]([C:4]1[CH:9]=[CH:8][C:7]([NH2:10])=[C:6]([C:11]([F:14])([F:13])[F:12])[CH:5]=1)([O-:3])=[O:2].[Cl:15]N1C(=O)CCC1=O.C(OCC)(=O)C. The catalyst is C(#N)C. The product is [Cl:15][C:8]1[CH:9]=[C:4]([N+:1]([O-:3])=[O:2])[CH:5]=[C:6]([C:11]([F:12])([F:13])[F:14])[C:7]=1[NH2:10]. The yield is 0.750. (2) The reactants are Br[C:2]1[C:7]([O:8][CH3:9])=[CH:6][CH:5]=[C:4]([N+:10]([O-])=O)[N:3]=1.O.NN. The catalyst is CCO.[Pd]. The product is [NH2:10][C:4]1[CH:5]=[CH:6][C:7]([O:8][CH3:9])=[CH:2][N:3]=1. The yield is 0.960.